From a dataset of Catalyst prediction with 721,799 reactions and 888 catalyst types from USPTO. Predict which catalyst facilitates the given reaction. (1) Reactant: [C:1]([O:5][C:6]([N:8]([C@@H:22]1[CH2:26][CH2:25][NH:24][CH2:23]1)[C:9]1[N:14]=[CH:13][C:12](/[CH:15]=[CH:16]/[C:17]([O:19][CH2:20][CH3:21])=[O:18])=[CH:11][CH:10]=1)=[O:7])([CH3:4])([CH3:3])[CH3:2].[CH3:27][O:28][C:29]1[CH:36]=[CH:35][C:32]([CH:33]=O)=[CH:31][CH:30]=1.C(O[BH-](OC(=O)C)OC(=O)C)(=O)C.[Na+]. Product: [C:1]([O:5][C:6]([N:8]([C@@H:22]1[CH2:26][CH2:25][N:24]([CH2:33][C:32]2[CH:35]=[CH:36][C:29]([O:28][CH3:27])=[CH:30][CH:31]=2)[CH2:23]1)[C:9]1[N:14]=[CH:13][C:12](/[CH:15]=[CH:16]/[C:17]([O:19][CH2:20][CH3:21])=[O:18])=[CH:11][CH:10]=1)=[O:7])([CH3:2])([CH3:3])[CH3:4]. The catalyst class is: 4. (2) Reactant: [NH2:1][C:2]1[CH:3]=[C:4]([CH:7]=[CH:8][C:9]=1[NH2:10])[C:5]#[N:6].C1N=CN([C:16](N2C=NC=C2)=[O:17])C=1.[OH-].[Na+]. Product: [O:17]=[C:16]1[NH:10][C:9]2[CH:8]=[CH:7][C:4]([C:5]#[N:6])=[CH:3][C:2]=2[NH:1]1. The catalyst class is: 11. (3) Reactant: Cl[C:2]1[CH:3]=[CH:4][C:5]2[N:6]([C:8]([CH:11]([C:13]3[C:14]([F:24])=[C:15]4[C:20](=[CH:21][C:22]=3[F:23])[N:19]=[CH:18][CH:17]=[CH:16]4)[CH3:12])=[CH:9][N:10]=2)[N:7]=1.[F-].[K+].[NH:27]1[CH2:32][CH2:31][NH:30][CH2:29][C:28]1=[O:33]. Product: [F:24][C:14]1[C:13]([CH:11]([C:8]2[N:6]3[N:7]=[C:2]([N:30]4[CH2:31][CH2:32][NH:27][C:28](=[O:33])[CH2:29]4)[CH:3]=[CH:4][C:5]3=[N:10][CH:9]=2)[CH3:12])=[C:22]([F:23])[CH:21]=[C:20]2[C:15]=1[CH:16]=[CH:17][CH:18]=[N:19]2. The catalyst class is: 296.